Dataset: Forward reaction prediction with 1.9M reactions from USPTO patents (1976-2016). Task: Predict the product of the given reaction. (1) Given the reactants [Cl:1][C:2]1[C:15]2[C:14](=[O:16])[C:13]3[C:8](=[CH:9][CH:10]=[CH:11][CH:12]=3)[S:7][C:6]=2[C:5]([O:17][CH2:18][CH2:19][CH2:20][I:21])=[CH:4][CH:3]=1.[CH3:22][N:23]([CH2:27][CH2:28][OH:29])[CH2:24][CH2:25][OH:26].[I-].ClCCl.C(O)(C)C, predict the reaction product. The product is: [I-:21].[Cl:1][C:2]1[C:15]2[C:14](=[O:16])[C:13]3[C:8](=[CH:9][CH:10]=[CH:11][CH:12]=3)[S:7][C:6]=2[C:5]([O:17][CH2:18][CH2:19][CH2:20][N+:23]([CH2:27][CH2:28][OH:29])([CH2:24][CH2:25][OH:26])[CH3:22])=[CH:4][CH:3]=1. (2) Given the reactants Cl[C:2]1[N:7]=[CH:6][C:5]([Br:8])=[CH:4][N:3]=1.CC(O)C.CCN(C(C)C)C(C)C.[NH2:22][CH2:23][CH2:24][N:25]1[CH2:30][CH2:29][O:28][CH2:27][CH2:26]1, predict the reaction product. The product is: [Br:8][C:5]1[CH:4]=[N:3][C:2]([NH:22][CH2:23][CH2:24][N:25]2[CH2:30][CH2:29][O:28][CH2:27][CH2:26]2)=[N:7][CH:6]=1.